This data is from Peptide-MHC class II binding affinity with 134,281 pairs from IEDB. The task is: Regression. Given a peptide amino acid sequence and an MHC pseudo amino acid sequence, predict their binding affinity value. This is MHC class II binding data. (1) The peptide sequence is AAPAAVAAAGDAAKG. The MHC is DRB1_0405 with pseudo-sequence DRB1_0405. The binding affinity (normalized) is 0.160. (2) The peptide sequence is DAFIAALTEALRVIA. The MHC is DRB1_0802 with pseudo-sequence DRB1_0802. The binding affinity (normalized) is 0.613. (3) The peptide sequence is YQNPTTYISVGTSTLNQ. The MHC is DRB1_0802 with pseudo-sequence DRB1_0802. The binding affinity (normalized) is 0.264. (4) The peptide sequence is DAQSAQSQCRTFRGR. The MHC is H-2-IAd with pseudo-sequence H-2-IAd. The binding affinity (normalized) is 0.220. (5) The binding affinity (normalized) is 0.358. The peptide sequence is NCVLKKSTNGLRIKS. The MHC is DRB3_0202 with pseudo-sequence DRB3_0202. (6) The peptide sequence is KVFLTQMNARGVKVK. The MHC is HLA-DPA10201-DPB10101 with pseudo-sequence HLA-DPA10201-DPB10101. The binding affinity (normalized) is 0.548. (7) The peptide sequence is MLWHAMPPELNTARL. The MHC is DRB1_1201 with pseudo-sequence DRB1_1201. The binding affinity (normalized) is 0.338.